Dataset: Forward reaction prediction with 1.9M reactions from USPTO patents (1976-2016). Task: Predict the product of the given reaction. (1) Given the reactants [NH2:1][C:2]1[N:7]=[CH:6][C:5]([C:8]([CH3:15])([CH3:14])[C:9]([O:11][CH2:12][CH3:13])=[O:10])=[CH:4][CH:3]=1.Cl.Br[C:18]1[C:19]2[N:20]([CH:25]=[CH:26][N:27]=2)[CH:21]=[C:22]([Cl:24])[CH:23]=1.C1(P(C2C=CC=CC=2)C2C=CC3C(=CC=CC=3)C=2C2C3C(=CC=CC=3)C=CC=2P(C2C=CC=CC=2)C2C=CC=CC=2)C=CC=CC=1.C(=O)([O-])[O-].[Cs+].[Cs+], predict the reaction product. The product is: [Cl:24][C:22]1[CH:23]=[C:18]([NH:1][C:2]2[N:7]=[CH:6][C:5]([C:8]([CH3:14])([CH3:15])[C:9]([O:11][CH2:12][CH3:13])=[O:10])=[CH:4][CH:3]=2)[C:19]2[N:20]([CH:25]=[CH:26][N:27]=2)[CH:21]=1. (2) The product is: [CH3:11][C:10]1([CH3:12])[O:9][CH:3]([CH:2]([OH:6])[CH3:1])[CH2:4][O:5]1. Given the reactants [CH2:1](O)[CH:2]([OH:6])[CH2:3][CH2:4][OH:5].C[O:9][C:10](OC)([CH3:12])[CH3:11].C1(C)C=CC(S(O)(=O)=O)=CC=1, predict the reaction product. (3) The product is: [OH:5][CH2:4][C:3]1[CH:9]=[C:10]([NH:13][C:14](=[O:33])[C:15]2[CH:20]=[CH:19][C:18]([CH2:21][N:22]3[CH2:23][CH2:24][N:25]([CH3:28])[CH2:26][CH2:27]3)=[C:17]([C:29]([F:32])([F:30])[F:31])[CH:16]=2)[CH:11]=[CH:12][C:2]=1[CH3:1]. Given the reactants [CH3:1][C:2]1[CH:12]=[CH:11][C:10]([NH:13][C:14](=[O:33])[C:15]2[CH:20]=[CH:19][C:18]([CH2:21][N:22]3[CH2:27][CH2:26][N:25]([CH3:28])[CH2:24][CH2:23]3)=[C:17]([C:29]([F:32])([F:31])[F:30])[CH:16]=2)=[CH:9][C:3]=1[C:4](OCC)=[O:5].[H-].[Al+3].[Li+].[H-].[H-].[H-].O.[O-]S([O-])(=O)=O.[Mg+2], predict the reaction product. (4) Given the reactants [Cl:1][C:2]1[CH:10]=[C:9]2[C:5]([C:6]([C:11]3[CH2:12][CH2:13][N:14]([CH2:17][CH2:18][CH:19]4[C:27]5[C:22](=[CH:23][CH:24]=[CH:25][CH:26]=5)[NH:21][CH2:20]4)[CH2:15][CH:16]=3)=[CH:7][NH:8]2)=[CH:4][CH:3]=1.[C:28]([O-:33])(=[O:32])[C:29]([O-:31])=[O:30].[CH3:34][N:35]=[C:36]=[O:37], predict the reaction product. The product is: [C:28]([OH:33])(=[O:32])[C:29]([OH:31])=[O:30].[Cl:1][C:2]1[CH:10]=[C:9]2[C:5]([C:6]([C:11]3[CH2:12][CH2:13][N:14]([CH2:17][CH2:18][CH:19]4[C:27]5[C:22](=[CH:23][CH:24]=[CH:25][CH:26]=5)[N:21]([C:36]([NH:35][CH3:34])=[O:37])[CH2:20]4)[CH2:15][CH:16]=3)=[CH:7][NH:8]2)=[CH:4][CH:3]=1. (5) Given the reactants [CH2:1]([O:3][C:4]1[C:8]([CH2:9][CH2:10][C:11](OCC)=[O:12])=[CH:7][N:6]([C:16]2[CH:21]=[CH:20][C:19]([C:22]([F:25])([F:24])[F:23])=[CH:18][CH:17]=2)[N:5]=1)[CH3:2].[H-].C([Al+]CC(C)C)C(C)C.Cl, predict the reaction product. The product is: [CH2:1]([O:3][C:4]1[C:8]([CH2:9][CH2:10][CH2:11][OH:12])=[CH:7][N:6]([C:16]2[CH:21]=[CH:20][C:19]([C:22]([F:24])([F:25])[F:23])=[CH:18][CH:17]=2)[N:5]=1)[CH3:2]. (6) Given the reactants [CH:1]1(P([CH:1]2[CH2:6][CH2:5][CH2:4][CH2:3][CH2:2]2)C2C=CC=CC=2C2C(OC)=CC=CC=2OC)[CH2:6][CH2:5][CH2:4][CH2:3][CH2:2]1.Cl[C:31]1[CH:32]=[C:33]([C:44]2[CH:45]=[CH:46][C:47]3[O:51][C:50]([C:52]4[CH:57]=[CH:56][C:55]([F:58])=[CH:54][CH:53]=4)=[C:49]([C:59]([NH:61][CH3:62])=[O:60])[C:48]=3[CH:63]=2)[CH:34]=[C:35]([C:37](=[O:43])[NH:38][CH2:39][CH:40]([CH3:42])[CH3:41])[CH:36]=1.[O-]P([O-])([O-])=O.[K+].[K+].[K+].C1(B(O)O)C=CC=CC=1, predict the reaction product. The product is: [F:58][C:55]1[CH:56]=[CH:57][C:52]([C:50]2[O:51][C:47]3[CH:46]=[CH:45][C:44]([C:33]4[CH:32]=[C:31]([C:1]5[CH:6]=[CH:5][CH:4]=[CH:3][CH:2]=5)[CH:36]=[C:35]([C:37](=[O:43])[NH:38][CH2:39][CH:40]([CH3:41])[CH3:42])[CH:34]=4)=[CH:63][C:48]=3[C:49]=2[C:59]([NH:61][CH3:62])=[O:60])=[CH:53][CH:54]=1. (7) Given the reactants [O:1]1[CH2:6][CH2:5][N:4]([C:7]2[CH:12]=[CH:11][C:10]([C:13]3[NH:14][C:15]4[CH:21]=[C:20]([NH2:22])[CH:19]=[CH:18][C:16]=4[N:17]=3)=[CH:9][CH:8]=2)[CH2:3][CH2:2]1.[C:23]([C:25]1[CH:30]=[CH:29][C:28]([C:31]2[NH:32][C:33]3[CH:39]=[C:38]([C:40]([O-])=[O:41])[CH:37]=[CH:36][C:34]=3[N:35]=2)=[CH:27][CH:26]=1)#[N:24], predict the reaction product. The product is: [C:23]([C:25]1[CH:26]=[CH:27][C:28]([C:31]2[NH:32][C:33]3[CH:39]=[C:38]([C:40]([NH:22][C:20]4[CH:19]=[CH:18][C:16]5[NH:17][C:13]([C:10]6[CH:11]=[CH:12][C:7]([N:4]7[CH2:5][CH2:6][O:1][CH2:2][CH2:3]7)=[CH:8][CH:9]=6)=[N:14][C:15]=5[CH:21]=4)=[O:41])[CH:37]=[CH:36][C:34]=3[N:35]=2)=[CH:29][CH:30]=1)#[N:24]. (8) Given the reactants [C:1]1([CH3:11])[CH:6]=[CH:5][C:4]([S:7]([NH2:10])(=[O:9])=[O:8])=[CH:3][CH:2]=1.[C:12](O[C:12](=[O:24])[CH2:13][CH2:14][CH2:15][CH2:16][CH2:17][CH2:18][CH2:19][CH2:20][CH2:21][CH2:22][CH3:23])(=[O:24])[CH2:13][CH2:14][CH2:15][CH2:16][CH2:17][CH2:18][CH2:19][CH2:20][CH2:21][CH2:22][CH3:23].O, predict the reaction product. The product is: [C:12]([NH:10][S:7]([C:4]1[CH:3]=[CH:2][C:1]([CH3:11])=[CH:6][CH:5]=1)(=[O:8])=[O:9])(=[O:24])[CH2:13][CH2:14][CH2:15][CH2:16][CH2:17][CH2:18][CH2:19][CH2:20][CH2:21][CH2:22][CH3:23].